This data is from Reaction yield outcomes from USPTO patents with 853,638 reactions. The task is: Predict the reaction yield, written as a fraction of the theoretical maximum amount of product (1.0 means a 100% yield; for example, 0.34 means a 34% yield). The reactants are C([N-]C(C)C)(C)C.[Li+].[N:9]1([C:18]([O:20][C:21]([CH3:24])([CH3:23])[CH3:22])=[O:19])[C:17]2[C:12](=[CH:13][CH:14]=[CH:15][CH:16]=2)[CH:11]=[CH:10]1.[B:25](OC(C)C)([O:30]C(C)C)[O:26]C(C)C.CCOC(C)=O. The catalyst is C(OCC)C. The product is [C:21]([O:20][C:18]([N:9]1[C:17]2[C:12](=[CH:13][CH:14]=[CH:15][CH:16]=2)[CH:11]=[C:10]1[B:25]([OH:30])[OH:26])=[O:19])([CH3:24])([CH3:23])[CH3:22]. The yield is 0.670.